From a dataset of Reaction yield outcomes from USPTO patents with 853,638 reactions. Predict the reaction yield, written as a fraction of the theoretical maximum amount of product (1.0 means a 100% yield; for example, 0.34 means a 34% yield). The reactants are N[C:2]1[C:7]([N+:8]([O-:10])=[O:9])=[CH:6][C:5]([Br:11])=[CH:4][N:3]=1.C(ON=O)(C)(C)C.[C:19](#[N:21])C. No catalyst specified. The product is [Br:11][C:5]1[CH:6]=[C:7]([N+:8]([O-:10])=[O:9])[C:2]([C:19]#[N:21])=[N:3][CH:4]=1. The yield is 0.410.